This data is from Full USPTO retrosynthesis dataset with 1.9M reactions from patents (1976-2016). The task is: Predict the reactants needed to synthesize the given product. Given the product [NH2:19][C:20]1[CH:21]=[C:22]([CH:26]=[C:27]([Br:29])[CH:28]=1)[C:23]([NH:45][CH2:44][CH2:43][N:40]1[CH2:41][CH2:42][O:37][CH2:38][CH2:39]1)=[O:25], predict the reactants needed to synthesize it. The reactants are: C(P1(=O)OP(CCC)(=O)OP(CCC)(=O)O1)CC.[NH2:19][C:20]1[CH:21]=[C:22]([CH:26]=[C:27]([Br:29])[CH:28]=1)[C:23]([OH:25])=O.CCN(CC)CC.[O:37]1[CH2:42][CH2:41][N:40]([CH2:43][CH2:44][NH2:45])[CH2:39][CH2:38]1.